This data is from Forward reaction prediction with 1.9M reactions from USPTO patents (1976-2016). The task is: Predict the product of the given reaction. (1) Given the reactants Cl.CN(C)CCCN=C=NCC.Cl.[CH3:14][O:15][C:16](=[O:22])[C@@H:17]1[CH2:21][CH2:20][CH2:19][NH:18]1.[CH2:23]([N:26]([C:31]([O:33][CH2:34][C:35]1[CH:40]=[CH:39][CH:38]=[CH:37][CH:36]=1)=[O:32])[CH2:27][C:28](O)=[O:29])[CH:24]=[CH2:25].C(N(CC)CC)C, predict the reaction product. The product is: [CH3:14][O:15][C:16](=[O:22])[C@@H:17]1[CH2:21][CH2:20][CH2:19][N:18]1[C:28](=[O:29])[CH2:27][N:26]([CH2:23][CH:24]=[CH2:25])[C:31]([O:33][CH2:34][C:35]1[CH:40]=[CH:39][CH:38]=[CH:37][CH:36]=1)=[O:32]. (2) The product is: [CH3:10][O:9][C:7](=[O:8])[C:6]1[CH:11]=[CH:12][C:3]([CH2:2][N:13]2[C:17]3[CH:18]=[CH:19][CH:20]=[CH:21][C:16]=3[NH:15][C:14]2=[O:24])=[CH:4][CH:5]=1. Given the reactants Br[CH2:2][C:3]1[CH:12]=[CH:11][C:6]([C:7]([O:9][CH3:10])=[O:8])=[CH:5][CH:4]=1.[NH:13]1[C:17]2[CH:18]=[CH:19][CH:20]=[CH:21][C:16]=2[N:15]=[C:14]1S.C([O-])([O-])=[O:24].[Cs+].[Cs+].O, predict the reaction product. (3) Given the reactants [C:1]([O:5][C:6]([N:8]1[CH2:13][CH2:12][CH:11]([CH2:14][CH2:15][C:16]2[O:17][C:18]3[CH:24]=[CH:23][C:22]([S:25]([CH3:27])=[O:26])=[CH:21][C:19]=3[CH:20]=2)[CH2:10][CH2:9]1)=[O:7])([CH3:4])([CH3:3])[CH3:2].C1C=C(Cl)C=C(C(OO)=[O:36])C=1.C([O-])([O-])=O.[Na+].[Na+], predict the reaction product. The product is: [C:1]([O:5][C:6]([N:8]1[CH2:13][CH2:12][CH:11]([CH2:14][CH2:15][C:16]2[O:17][C:18]3[CH:24]=[CH:23][C:22]([S:25]([CH3:27])(=[O:36])=[O:26])=[CH:21][C:19]=3[CH:20]=2)[CH2:10][CH2:9]1)=[O:7])([CH3:4])([CH3:3])[CH3:2]. (4) Given the reactants [C:1]([O:5][C:6](=[O:21])[CH2:7][C@@H:8]([CH2:12][CH2:13][CH2:14][CH:15]1[CH2:20][CH2:19][CH2:18][CH2:17][CH2:16]1)[C:9]([OH:11])=O)([CH3:4])([CH3:3])[CH3:2].C(N1C=CN=C1)(N1C=CN=C1)=O.O[N:35]=[C:36]([NH2:40])[CH2:37][O:38][CH3:39], predict the reaction product. The product is: [CH:15]1([CH2:14][CH2:13][CH2:12][C@@H:8]([C:9]2[O:11][N:40]=[C:36]([CH2:37][O:38][CH3:39])[N:35]=2)[CH2:7][C:6]([O:5][C:1]([CH3:2])([CH3:3])[CH3:4])=[O:21])[CH2:20][CH2:19][CH2:18][CH2:17][CH2:16]1. (5) Given the reactants Br[C:2]1[CH:7]=[CH:6][C:5]([F:8])=[CH:4][N:3]=1.C([Mg]Cl)(C)C.[Cl:14][CH2:15][C:16](N(OC)C)=[O:17], predict the reaction product. The product is: [Cl:14][CH2:15][C:16]([C:2]1[CH:7]=[CH:6][C:5]([F:8])=[CH:4][N:3]=1)=[O:17]. (6) The product is: [C:4]([C:5]1[N:10]=[CH:9][C:8]([NH:11][C:12](=[O:18])[O:13][C:14]([CH3:16])([CH3:15])[CH3:17])=[CH:7][CH:6]=1)#[CH:3]. Given the reactants C[Si](C)(C)[C:3]#[C:4][C:5]1[N:10]=[CH:9][C:8]([NH:11][C:12](=[O:18])[O:13][C:14]([CH3:17])([CH3:16])[CH3:15])=[CH:7][CH:6]=1.[F-].C([N+](CCCC)(CCCC)CCCC)CCC, predict the reaction product. (7) The product is: [CH:1]1([CH2:4][O:5][C:6]2[CH:25]=[CH:24][C:9]3[N:10]=[C:11]([N:13]4[CH2:14][CH2:15][CH:16]([O:19][CH2:20][CH:21]([NH:32][C:28]5[C:27]([CH3:26])=[CH:31][O:30][N:29]=5)[CH3:22])[CH2:17][CH2:18]4)[O:12][C:8]=3[CH:7]=2)[CH2:2][CH2:3]1. Given the reactants [CH:1]1([CH2:4][O:5][C:6]2[CH:25]=[CH:24][C:9]3[N:10]=[C:11]([N:13]4[CH2:18][CH2:17][CH:16]([O:19][CH2:20][C:21](=O)[CH3:22])[CH2:15][CH2:14]4)[O:12][C:8]=3[CH:7]=2)[CH2:3][CH2:2]1.[CH3:26][C:27]1[C:28]([NH2:32])=[N:29][O:30][CH:31]=1.[B][B][B][B][B][B][B][B][B][B], predict the reaction product.